From a dataset of Catalyst prediction with 721,799 reactions and 888 catalyst types from USPTO. Predict which catalyst facilitates the given reaction. (1) Reactant: Br[C:2]1[O:6][C:5]([CH:7]=[C:8]2[C:16]3[C:11](=[CH:12][CH:13]=[C:14]([Cl:17])[CH:15]=3)[NH:10][C:9]2=[O:18])=[CH:4][CH:3]=1.C([O-])([O-])=O.[Cs+].[Cs+].CC1(C)C(C)(C)OB([C:33]2[CH:34]=[CH:35][C:36]([N:39]3[CH2:44][CH2:43][NH:42][CH2:41][CH2:40]3)=[N:37][CH:38]=2)O1. Product: [Cl:17][C:14]1[CH:15]=[C:16]2[C:11](=[CH:12][CH:13]=1)[NH:10][C:9](=[O:18])[C:8]2=[CH:7][C:5]1[O:6][C:2]([C:33]2[CH:38]=[N:37][C:36]([N:39]3[CH2:40][CH2:41][NH:42][CH2:43][CH2:44]3)=[CH:35][CH:34]=2)=[CH:3][CH:4]=1. The catalyst class is: 38. (2) Reactant: [F:1][C:2]([F:11])([F:10])[CH2:3][CH2:4][CH:5]([C:8]#[N:9])[C:6]#[N:7].C(=O)([O-])[O-].[K+].[K+].[Br:18][C:19]1[N:24]=[CH:23][C:22]([CH2:25]Br)=[CH:21][CH:20]=1. Product: [Br:18][C:19]1[N:24]=[CH:23][C:22]([CH2:25][C:5]([CH2:4][CH2:3][C:2]([F:10])([F:11])[F:1])([C:8]#[N:9])[C:6]#[N:7])=[CH:21][CH:20]=1. The catalyst class is: 16. (3) Reactant: [Br:1][C:2]1[C:3]([C@@H:9]([NH:19][S@](C(C)(C)C)=O)[CH2:10][C:11]2[CH:16]=[C:15]([F:17])[CH:14]=[C:13]([F:18])[CH:12]=2)=[N:4][C:5]([Br:8])=[CH:6][CH:7]=1.[ClH:26]. Product: [ClH:26].[Br:1][C:2]1[C:3]([C@@H:9]([NH2:19])[CH2:10][C:11]2[CH:16]=[C:15]([F:17])[CH:14]=[C:13]([F:18])[CH:12]=2)=[N:4][C:5]([Br:8])=[CH:6][CH:7]=1. The catalyst class is: 71. (4) Reactant: [CH3:1][O:2][CH2:3][C:4]([OH:6])=O.[Cl:7][C:8]1[CH:9]=[C:10]([CH:13]=[C:14]([O:16][C:17]2[C:18]([CH3:29])=[N:19][NH:20][C:21]=2[CH2:22][N:23]2[CH2:28][CH2:27][NH:26][CH2:25][CH2:24]2)[CH:15]=1)[C:11]#[N:12]. Product: [Cl:7][C:8]1[CH:9]=[C:10]([CH:13]=[C:14]([O:16][C:17]2[C:18]([CH3:29])=[N:19][NH:20][C:21]=2[CH2:22][N:23]2[CH2:24][CH2:25][N:26]([C:4](=[O:6])[CH2:3][O:2][CH3:1])[CH2:27][CH2:28]2)[CH:15]=1)[C:11]#[N:12]. The catalyst class is: 4. (5) Reactant: [CH3:1][C:2]1([CH3:23])[O:22][C:6]2=[C:7]([CH3:21])[N:8]=[CH:9][C:10]([CH2:11][NH:12][C:13]3[CH:20]=[CH:19][C:16]([C:17]#[N:18])=[CH:15][CH:14]=3)=[C:5]2[CH2:4][O:3]1.[CH3:24][C:25]([O:28][C:29](O[C:29]([O:28][C:25]([CH3:27])([CH3:26])[CH3:24])=[O:30])=[O:30])([CH3:27])[CH3:26]. Product: [C:25]([O:28][C:29](=[O:30])[N:12]([C:13]1[CH:20]=[CH:19][C:16]([C:17]#[N:18])=[CH:15][CH:14]=1)[CH2:11][C:10]1[CH:9]=[N:8][C:7]([CH3:21])=[C:6]2[O:22][C:2]([CH3:23])([CH3:1])[O:3][CH2:4][C:5]=12)([CH3:27])([CH3:26])[CH3:24]. The catalyst class is: 166. (6) Reactant: [C:1]([O:5][C:6](=[O:35])[C:7]([S:10][C:11]1[S:12][CH:13]=[C:14]([CH2:16][CH2:17][N:18]([CH2:27][C:28]2[CH:33]=[CH:32][C:31]([NH2:34])=[CH:30][CH:29]=2)[C:19]2[N:24]=[CH:23][C:22]([CH2:25][CH3:26])=[CH:21][N:20]=2)[N:15]=1)([CH3:9])[CH3:8])([CH3:4])([CH3:3])[CH3:2].C(N(CC)CC)C.[C:43](Cl)(=[O:46])[CH2:44][CH3:45]. Product: [C:1]([O:5][C:6](=[O:35])[C:7]([S:10][C:11]1[S:12][CH:13]=[C:14]([CH2:16][CH2:17][N:18]([C:19]2[N:24]=[CH:23][C:22]([CH2:25][CH3:26])=[CH:21][N:20]=2)[CH2:27][C:28]2[CH:29]=[CH:30][C:31]([NH:34][C:43](=[O:46])[CH2:44][CH3:45])=[CH:32][CH:33]=2)[N:15]=1)([CH3:8])[CH3:9])([CH3:2])([CH3:3])[CH3:4]. The catalyst class is: 7. (7) Reactant: C(=O)([O-])[O-].[K+].[K+].[CH3:7][O:8][C:9]([C:11]1[C:19]2[C:14](=[CH:15][CH:16]=[C:17]([CH3:20])[CH:18]=2)[NH:13][CH:12]=1)=[O:10].Cl[C:22]1[C:31]2[C:26](=[CH:27][CH:28]=[CH:29][CH:30]=2)[CH:25]=[CH:24][N:23]=1. Product: [CH3:7][O:8][C:9]([C:11]1[C:19]2[C:14](=[CH:15][CH:16]=[C:17]([CH3:20])[CH:18]=2)[N:13]([C:22]2[C:31]3[C:26](=[CH:27][CH:28]=[CH:29][CH:30]=3)[CH:25]=[CH:24][N:23]=2)[CH:12]=1)=[O:10]. The catalyst class is: 148. (8) Reactant: [N+:1]([C:4]1[CH:9]=[CH:8][C:7]([CH2:10][CH2:11][C:12]2[C:21]([CH3:22])=[C:20]([O:23][Si](C(C)(C)C)(C)C)[C:19]3[C:14](=[CH:15][CH:16]=[CH:17][CH:18]=3)[N:13]=2)=[CH:6][CH:5]=1)([O-:3])=[O:2].Cl. Product: [N+:1]([C:4]1[CH:5]=[CH:6][C:7]([CH2:10][CH2:11][C:12]2[C:21]([CH3:22])=[C:20]([OH:23])[C:19]3[C:14](=[CH:15][CH:16]=[CH:17][CH:18]=3)[N:13]=2)=[CH:8][CH:9]=1)([O-:3])=[O:2]. The catalyst class is: 8.